This data is from Full USPTO retrosynthesis dataset with 1.9M reactions from patents (1976-2016). The task is: Predict the reactants needed to synthesize the given product. Given the product [CH3:11][C:8]1[CH:9]=[C:10]2[C:5](=[CH:6][CH:7]=1)[CH2:4][CH:3]([NH:12][C:13](=[O:17])[O:14][CH2:15][CH3:16])[CH2:2]2, predict the reactants needed to synthesize it. The reactants are: O[CH:2]1[C:10]2[C:5](=[CH:6][CH:7]=[C:8]([CH3:11])[CH:9]=2)[CH2:4][CH:3]1[NH:12][C:13](=[O:17])[O:14][CH2:15][CH3:16].C([SiH](CC)CC)C.